Dataset: Full USPTO retrosynthesis dataset with 1.9M reactions from patents (1976-2016). Task: Predict the reactants needed to synthesize the given product. (1) Given the product [Br:1][C:2]1[CH:7]=[CH:6][CH:5]=[CH:4][C:3]=1[CH2:8][CH2:9][CH2:10][NH2:11], predict the reactants needed to synthesize it. The reactants are: [Br:1][C:2]1[CH:7]=[CH:6][CH:5]=[CH:4][C:3]=1[CH2:8][CH2:9][C:10]#[N:11].B. (2) Given the product [NH2:1][C:2]1[NH:3][C:4](=[O:9])[C:5]2[C:16]([CH:20]([CH3:22])[CH3:21])=[CH:17][NH:8][C:6]=2[N:7]=1, predict the reactants needed to synthesize it. The reactants are: [NH2:1][C:2]1[N:7]=[C:6]([NH2:8])[CH:5]=[C:4]([OH:9])[N:3]=1.C(O[Na])(C)=O.Br[CH:16]([CH:20]([CH3:22])[CH3:21])[CH2:17]C=O. (3) Given the product [Cl:12][C:13]1[CH:14]=[N:15][CH:16]=[C:17]([Cl:35])[C:18]=1/[CH:19]=[CH:20]/[C:22]1[C:27]2[CH2:28][C:29]([CH3:32])([CH3:31])[O:30][C:26]=2[C:25]([O:33][CH3:34])=[CH:24][CH:23]=1, predict the reactants needed to synthesize it. The reactants are: C1(C)C=CC(S(O)(=O)=O)=CC=1.[Cl:12][C:13]1[CH:14]=[N:15][CH:16]=[C:17]([Cl:35])[C:18]=1[CH2:19][CH:20]([C:22]1[C:27]2[CH2:28][C:29]([CH3:32])([CH3:31])[O:30][C:26]=2[C:25]([O:33][CH3:34])=[CH:24][CH:23]=1)O.C(=O)(O)[O-].[Na+].